From a dataset of Full USPTO retrosynthesis dataset with 1.9M reactions from patents (1976-2016). Predict the reactants needed to synthesize the given product. (1) Given the product [CH3:11][N:6]1[C:5]2[CH:12]=[CH:13][C:2]([C:16]3[CH:15]=[N:14][CH:19]=[CH:18][CH:17]=3)=[CH:3][C:4]=2[N:8]([CH3:9])[C:7]1=[O:10], predict the reactants needed to synthesize it. The reactants are: Br[C:2]1[CH:13]=[CH:12][C:5]2[N:6]([CH3:11])[C:7](=[O:10])[N:8]([CH3:9])[C:4]=2[CH:3]=1.[N:14]1[CH:19]=[CH:18][CH:17]=[C:16](B(O)O)[CH:15]=1.C([O-])([O-])=O.[Na+].[Na+]. (2) Given the product [Cl:6][C:7]1[CH:12]=[C:11]([S:2]([Cl:1])(=[O:5])=[O:3])[CH:10]=[CH:9][C:8]=1[O:13][CH3:14], predict the reactants needed to synthesize it. The reactants are: [Cl:1][S:2]([OH:5])(=O)=[O:3].[Cl:6][C:7]1[CH:12]=[CH:11][CH:10]=[CH:9][C:8]=1[O:13][CH3:14]. (3) Given the product [CH3:12][N:4]1[CH:5]=[C:6]([CH2:7][C:8]([O:10][CH3:11])=[O:9])[C:2]([O:1][CH2:14][C:15]2[CH:20]=[CH:19][N:18]=[C:17]([O:21][CH2:22][C:23]3[N:24]=[C:25]([C:29]4[CH:34]=[CH:33][CH:32]=[CH:31][CH:30]=4)[O:26][C:27]=3[CH3:28])[CH:16]=2)=[N:3]1, predict the reactants needed to synthesize it. The reactants are: [OH:1][C:2]1[C:6]([CH2:7][C:8]([O:10][CH3:11])=[O:9])=[CH:5][N:4]([CH3:12])[N:3]=1.Cl[CH2:14][C:15]1[CH:20]=[CH:19][N:18]=[C:17]([O:21][CH2:22][C:23]2[N:24]=[C:25]([C:29]3[CH:34]=[CH:33][CH:32]=[CH:31][CH:30]=3)[O:26][C:27]=2[CH3:28])[CH:16]=1.C(=O)([O-])[O-].[K+].[K+].CN(C)C=O. (4) Given the product [N:7]1[CH:12]=[CH:11][CH:10]=[CH:9][C:8]=1[CH2:13][N:14]1[CH2:19][CH2:18][C:17]2[S:20][C:21]([Si:23]([CH2:28][CH3:29])([CH2:26][CH3:27])[CH2:24][CH3:25])=[CH:22][C:16]=2[CH2:15]1, predict the reactants needed to synthesize it. The reactants are: CC([O-])(C)C.[K+].[N:7]1[CH:12]=[CH:11][CH:10]=[CH:9][C:8]=1[CH2:13][N:14]1[CH2:19][CH2:18][C:17]2[S:20][CH:21]=[CH:22][C:16]=2[CH2:15]1.[SiH:23]([CH2:28][CH3:29])([CH2:26][CH3:27])[CH2:24][CH3:25]. (5) The reactants are: C(=O)([O-])[O-:2].[K+].[K+].[OH-].[Na+].C(C(C(C([O-])=O)O)O)([O-])=O.[Cl:19][C:20]1[CH:21]=[CH:22][C:23]2[CH2:29][CH2:28][NH2+:27][CH2:26][C@H:25]([CH3:30])[C:24]=2[CH:31]=1.[Cl:32][C:33]1[CH:34]=[CH:35][C:36]2[CH2:42][CH2:41][NH2+:40][CH2:39][C@H:38]([CH3:43])[C:37]=2[CH:44]=1. Given the product [OH2:2].[ClH:19].[Cl:32][C:33]1[CH:34]=[CH:35][C:36]2[CH2:42][CH2:41][NH:40][CH2:39][C@H:38]([CH3:43])[C:37]=2[CH:44]=1.[Cl:19][C:20]1[CH:21]=[CH:22][C:23]2[CH2:29][CH2:28][NH:27][CH2:26][C@H:25]([CH3:30])[C:24]=2[CH:31]=1.[ClH:19], predict the reactants needed to synthesize it. (6) Given the product [CH2:1]([O:8][C:9]1[CH:14]=[CH:13][C:12]([CH2:15][CH:16]([S:33][C:31]2[NH:32][C:28]([C:22]3[CH:27]=[CH:26][CH:25]=[CH:24][CH:23]=3)=[CH:29][N:30]=2)[C:17]([O:19][CH3:20])=[O:18])=[CH:11][CH:10]=1)[C:2]1[CH:7]=[CH:6][CH:5]=[CH:4][CH:3]=1, predict the reactants needed to synthesize it. The reactants are: [CH2:1]([O:8][C:9]1[CH:14]=[CH:13][C:12]([CH2:15][CH:16](Cl)[C:17]([O:19][CH3:20])=[O:18])=[CH:11][CH:10]=1)[C:2]1[CH:7]=[CH:6][CH:5]=[CH:4][CH:3]=1.[C:22]1([C:28]2[NH:32][C:31]([SH:33])=[N:30][CH:29]=2)[CH:27]=[CH:26][CH:25]=[CH:24][CH:23]=1.[OH-].[Na+]. (7) The reactants are: C(O[CH:4](OCC)[CH2:5][O:6][C:7]1[CH:8]=[CH:9][C:10]([O:13][C:14]2[CH:15]=[C:16]3[C:21](=[CH:22][CH:23]=2)[N:20]=[CH:19][N:18]=[C:17]3[NH:24][C:25]2[CH:29]=[CH:28][N:27]([CH3:30])[N:26]=2)=[N:11][CH:12]=1)C.[CH2:34]([NH:36][CH3:37])[CH3:35]. Given the product [CH2:34]([N:36]([CH3:37])[CH2:4][CH2:5][O:6][C:7]1[CH:8]=[CH:9][C:10]([O:13][C:14]2[CH:15]=[C:16]3[C:21](=[CH:22][CH:23]=2)[N:20]=[CH:19][N:18]=[C:17]3[NH:24][C:25]2[CH:29]=[CH:28][N:27]([CH3:30])[N:26]=2)=[N:11][CH:12]=1)[CH3:35], predict the reactants needed to synthesize it. (8) Given the product [CH3:15][N:8]1[CH2:7][CH2:6][C:5]2[C:4]3[C:12](=[CH:13][CH:14]=[C:2]([NH:1][S:25]([C:24]4[N:23]5[C:19]([S:20][CH:21]=[CH:22]5)=[N:18][C:17]=4[Cl:16])(=[O:26])=[O:27])[CH:3]=3)[NH:11][C:10]=2[CH2:9]1, predict the reactants needed to synthesize it. The reactants are: [NH2:1][C:2]1[CH:3]=[C:4]2[C:12](=[CH:13][CH:14]=1)[NH:11][C:10]1[CH2:9][N:8]([CH3:15])[CH2:7][CH2:6][C:5]2=1.[Cl:16][C:17]1[N:18]=[C:19]2[N:23]([C:24]=1[S:25](Cl)(=[O:27])=[O:26])[CH:22]=[CH:21][S:20]2.C([O-])(O)=O.[Na+].